This data is from Peptide-MHC class II binding affinity with 134,281 pairs from IEDB. The task is: Regression. Given a peptide amino acid sequence and an MHC pseudo amino acid sequence, predict their binding affinity value. This is MHC class II binding data. (1) The peptide sequence is GFGMLLRKYGIAAENVIDVK. The MHC is HLA-DPA10201-DPB10501 with pseudo-sequence HLA-DPA10201-DPB10501. The binding affinity (normalized) is 0.830. (2) The peptide sequence is DELQIVDKIDAAFKI. The MHC is DRB1_1501 with pseudo-sequence DRB1_1501. The binding affinity (normalized) is 0.439. (3) The peptide sequence is TQCMNIMESIPANTI. The MHC is HLA-DQA10301-DQB10302 with pseudo-sequence HLA-DQA10301-DQB10302. The binding affinity (normalized) is 0.0389.